Task: Predict the reaction yield, written as a fraction of the theoretical maximum amount of product (1.0 means a 100% yield; for example, 0.34 means a 34% yield).. Dataset: Reaction yield outcomes from USPTO patents with 853,638 reactions (1) The reactants are [CH2:1]([N:3]1[CH:7]=[C:6]([C:8]2[CH:13]=[CH:12][N:11]=[C:10]3[NH:14][CH:15]=[CH:16][C:9]=23)[C:5]([C:17]2[CH:22]=[CH:21][C:20]([N+:23]([O-])=O)=[CH:19][CH:18]=2)=[N:4]1)[CH3:2]. The product is [CH2:1]([N:3]1[CH:7]=[C:6]([C:8]2[CH:13]=[CH:12][N:11]=[C:10]3[NH:14][CH:15]=[CH:16][C:9]=23)[C:5]([C:17]2[CH:22]=[CH:21][C:20]([NH2:23])=[CH:19][CH:18]=2)=[N:4]1)[CH3:2]. The catalyst is C(O)(=O)C.[Zn]. The yield is 0.850. (2) The reactants are [N+:1]([C:4]1[CH:9]=[CH:8][C:7]([CH2:10][C:11](=[O:13])[CH3:12])=[CH:6][CH:5]=1)([O-])=O. The catalyst is CO.[Pd]. The product is [NH2:1][C:4]1[CH:5]=[CH:6][C:7]([CH2:10][C:11](=[O:13])[CH3:12])=[CH:8][CH:9]=1. The yield is 0.480. (3) The reactants are [C:1]([O:9][CH2:10][CH3:11])(=[O:8])[C:2]1[CH:7]=[CH:6][N:5]=[CH:4][CH:3]=1.OS(O)(=O)=O.OO.[CH:19]([NH2:21])=[O:20]. The product is [C:19]([C:4]1[CH:3]=[C:2]([CH:7]=[CH:6][N:5]=1)[C:1]([O:9][CH2:10][CH3:11])=[O:8])(=[O:20])[NH2:21]. No catalyst specified. The yield is 0.250. (4) The reactants are [BH-](OC(C)=O)(OC(C)=O)OC(C)=O.[Na+].C1COCC1.[F:20][C:21]1[CH:59]=[C:58]([NH:60][C:61]([C:63]2[C:64](=[O:76])[N:65]([C:69]3[CH:74]=[CH:73][C:72]([F:75])=[CH:71][CH:70]=3)[N:66]=[CH:67][CH:68]=2)=[O:62])[CH:57]=[CH:56][C:22]=1[O:23][C:24]1[CH:29]=[CH:28][N:27]=[C:26]2[N:30]([CH2:47][C:48]3[CH:53]=[CH:52][C:51]([O:54][CH3:55])=[CH:50][CH:49]=3)[N:31]=[C:32]([O:33][CH:34]3[CH2:39][CH2:38][N:37]([C:40](OC(C)(C)C)=O)[CH2:36][CH2:35]3)[C:25]=12.C=O. The catalyst is O.C(O)(=O)C. The product is [F:20][C:21]1[CH:59]=[C:58]([NH:60][C:61]([C:63]2[C:64](=[O:76])[N:65]([C:69]3[CH:70]=[CH:71][C:72]([F:75])=[CH:73][CH:74]=3)[N:66]=[CH:67][CH:68]=2)=[O:62])[CH:57]=[CH:56][C:22]=1[O:23][C:24]1[CH:29]=[CH:28][N:27]=[C:26]2[N:30]([CH2:47][C:48]3[CH:49]=[CH:50][C:51]([O:54][CH3:55])=[CH:52][CH:53]=3)[N:31]=[C:32]([O:33][CH:34]3[CH2:39][CH2:38][N:37]([CH3:40])[CH2:36][CH2:35]3)[C:25]=12. The yield is 0.600.